From a dataset of Aqueous solubility values for 9,982 compounds from the AqSolDB database. Regression/Classification. Given a drug SMILES string, predict its absorption, distribution, metabolism, or excretion properties. Task type varies by dataset: regression for continuous measurements (e.g., permeability, clearance, half-life) or binary classification for categorical outcomes (e.g., BBB penetration, CYP inhibition). For this dataset (solubility_aqsoldb), we predict Y. (1) The molecule is N[C@@H](Cc1cc([N+](=O)[O-])c(O)c([N+](=O)[O-])c1)C(=O)O. The Y is -1.51 log mol/L. (2) The compound is O=C(OCC1CO1)C1CC=CCC1C(=O)OCC1CO1. The Y is -1.34 log mol/L. (3) The molecule is C=CCO. The Y is 1.24 log mol/L. (4) The drug is CCCCCCCC/C=C\CCCCCCCCNC(=O)CC(C(=O)[O-])S(=O)(=O)[O-].[Na+].[Na+]. The Y is -0.0195 log mol/L. (5) The drug is O=C1NC(=O)C2(CCCC2)C(=O)N1. The Y is -2.35 log mol/L. (6) The Y is -4.71 log mol/L. The molecule is CCN1c2ccccc2N(C)C(=S)c2cccnc21. (7) The molecule is CC1=Nc2ccccc2/C1=N/Nc1cc(Cl)c(S(=O)(=O)NCCS(=O)(=O)[O-])cc1Cl.[Na+]. The Y is -3.76 log mol/L. (8) The compound is Oc1ccc(Cc2ccccc2)cc1. The Y is -3.40 log mol/L. (9) The compound is O=C1NC(=O)C(c2ccccc2)(c2ccccc2)C(=O)N1. The Y is -4.20 log mol/L.